This data is from Full USPTO retrosynthesis dataset with 1.9M reactions from patents (1976-2016). The task is: Predict the reactants needed to synthesize the given product. (1) Given the product [CH3:20][O:19][C:17]1[CH:16]=[CH:15][C:13]2[NH:14][C:29]3[CH2:28][CH:27]([C:22]4[CH:23]=[CH:24][CH:25]=[CH:26][N:21]=4)[NH:32][C:31](=[O:33])[C:30]=3[S:11][C:12]=2[CH:18]=1, predict the reactants needed to synthesize it. The reactants are: [NH2:14][C:13]1[CH:15]=[CH:16][C:17]([O:19][CH3:20])=[CH:18][C:12]=1[S:11][S:11][C:12]1[CH:18]=[C:17]([O:19][CH3:20])[CH:16]=[CH:15][C:13]=1[NH2:14].[N:21]1[CH:26]=[CH:25][CH:24]=[CH:23][C:22]=1[CH:27]1[NH:32][C:31](=[O:33])[CH2:30][C:29](=O)[CH2:28]1. (2) Given the product [NH4+:9].[OH-:5].[CH3:27][OH:28].[CH2:32]([Cl:34])[Cl:33].[F:24][C:2]([F:1])([F:23])[C:3]1[CH:22]=[CH:21][CH:20]=[CH:19][C:4]=1[O:5][CH:6]1[CH2:11][CH2:10][NH:9][CH2:8][CH2:7]1, predict the reactants needed to synthesize it. The reactants are: [F:1][C:2]([F:24])([F:23])[C:3]1[CH:22]=[CH:21][CH:20]=[CH:19][C:4]=1[O:5][CH:6]1[CH2:11][CH2:10][N:9](C(OC(C)(C)C)=O)[CH2:8][CH2:7]1.FC(F)(F)[C:27](O)=[O:28].[CH2:32]([Cl:34])[Cl:33]. (3) Given the product [CH2:1]([O:8][C:9]1[C:17]([CH3:18])=[CH:16][C:12]([C:13]([Cl:23])=[O:14])=[CH:11][C:10]=1[CH3:19])[C:2]1[CH:7]=[CH:6][CH:5]=[CH:4][CH:3]=1, predict the reactants needed to synthesize it. The reactants are: [CH2:1]([O:8][C:9]1[C:17]([CH3:18])=[CH:16][C:12]([C:13](O)=[O:14])=[CH:11][C:10]=1[CH3:19])[C:2]1[CH:7]=[CH:6][CH:5]=[CH:4][CH:3]=1.C(Cl)(=O)C([Cl:23])=O. (4) Given the product [S:4]1[CH:5]=[CH:6][CH:7]=[C:3]1[CH2:2][NH:1][C:26]([C:13]1([CH2:12][CH2:11][CH2:10][CH2:9][Br:8])[C:25]2[CH:24]=[CH:23][CH:22]=[CH:21][C:20]=2[C:19]2[C:14]1=[CH:15][CH:16]=[CH:17][CH:18]=2)=[O:27], predict the reactants needed to synthesize it. The reactants are: [NH2:1][CH2:2][C:3]1[S:4][CH:5]=[CH:6][CH:7]=1.[Br:8][CH2:9][CH2:10][CH2:11][CH2:12][C:13]1([C:26](Cl)=[O:27])[C:25]2[CH:24]=[CH:23][CH:22]=[CH:21][C:20]=2[C:19]2[C:14]1=[CH:15][CH:16]=[CH:17][CH:18]=2. (5) The reactants are: [CH3:1][O:2][C:3]1[CH:4]=[C:5]([CH:11]=[CH:12][CH:13]=1)[O:6][CH2:7][C:8](O)=[O:9].C(Cl)[Cl:15].C(Cl)(=O)C(Cl)=O. Given the product [CH3:1][O:2][C:3]1[CH:4]=[C:5]([CH:11]=[CH:12][CH:13]=1)[O:6][CH2:7][C:8]([Cl:15])=[O:9], predict the reactants needed to synthesize it. (6) Given the product [CH3:30][O:31][C:32]([C@H:34]1[N:38]2[C:39](=[O:62])[C:40]([NH2:59])=[C:41]([CH2:53][CH2:54][CH2:55][CH2:56][CH2:57][CH3:58])[C:42]([C:43]3[CH:48]=[CH:47][CH:46]=[C:45]([C:49]([F:52])([F:50])[F:51])[CH:44]=3)=[C:37]2[S:36][CH2:35]1)=[O:33], predict the reactants needed to synthesize it. The reactants are: COC([C@H]1N2C(=O)C(N)=C(CC3C4C(=CC=CC=4)C=CC=3)C(C3CC3)=C2SC1)=O.[CH3:30][O:31][C:32]([C@H:34]1[N:38]2[C:39](=[O:62])[C:40]([N+:59]([O-])=O)=[C:41]([CH2:53][CH2:54][CH2:55][CH2:56][CH2:57][CH3:58])[C:42]([C:43]3[CH:48]=[CH:47][CH:46]=[C:45]([C:49]([F:52])([F:51])[F:50])[CH:44]=3)=[C:37]2[S:36][CH2:35]1)=[O:33]. (7) Given the product [N:1]1([C:8]2[CH:15]=[CH:14][C:11]([CH2:12][NH:13][C:28](=[O:29])[CH:27]([C:22]3[CH:23]=[CH:24][CH:25]=[C:26]4[C:21]=3[CH:20]=[CH:19][N:18]=[CH:17]4)[CH2:31][CH3:32])=[CH:10][C:9]=2[F:16])[CH2:7][CH2:6][CH2:5][CH2:4][CH2:3][CH2:2]1, predict the reactants needed to synthesize it. The reactants are: [N:1]1([C:8]2[CH:15]=[CH:14][C:11]([CH2:12][NH2:13])=[CH:10][C:9]=2[F:16])[CH2:7][CH2:6][CH2:5][CH2:4][CH2:3][CH2:2]1.[CH:17]1[C:26]2[C:21](=[C:22]([CH:27]([CH2:31][CH3:32])[C:28](O)=[O:29])[CH:23]=[CH:24][CH:25]=2)[CH:20]=[CH:19][N:18]=1.C1C2C(=C(CC(O)=O)C=CC=2)C=CN=1.